Task: Predict the reactants needed to synthesize the given product.. Dataset: Full USPTO retrosynthesis dataset with 1.9M reactions from patents (1976-2016) Given the product [Cl:1][C:2]1[CH:3]=[CH:4][C:5]2[CH:11]([CH3:12])[N:10]([CH3:19])[CH2:9][CH:8]([CH:13]3[CH2:15][CH2:14]3)[O:7][C:6]=2[N:16]=1, predict the reactants needed to synthesize it. The reactants are: [Cl:1][C:2]1[CH:3]=[CH:4][C:5]2[CH:11]([CH3:12])[NH:10][CH2:9][CH:8]([CH:13]3[CH2:15][CH2:14]3)[O:7][C:6]=2[N:16]=1.C=O.[C:19](O[BH-](OC(=O)C)OC(=O)C)(=O)C.[Na+].